This data is from hERG potassium channel inhibition data for cardiac toxicity prediction from Karim et al.. The task is: Regression/Classification. Given a drug SMILES string, predict its toxicity properties. Task type varies by dataset: regression for continuous values (e.g., LD50, hERG inhibition percentage) or binary classification for toxic/non-toxic outcomes (e.g., AMES mutagenicity, cardiotoxicity, hepatotoxicity). Dataset: herg_karim. (1) The drug is CN1C[C@H]2CN(c3ccc4oc5ccccc5c(=O)c4c3)C[C@@H]2C1. The result is 1 (blocker). (2) The result is 1 (blocker). The drug is N#Cc1ccc(Cn2cncc2CN(CCCNC(=O)OCc2ccccc2)C2CCN(Cc3cccc(Cl)c3)C2=O)cc1. (3) The result is 0 (non-blocker). The drug is N[C@H]1CO[C@@H]1COc1ccc2ncc(F)c(CCC34CCC(NCc5ccc6c(n5)NC(=O)CO6)(CC3)CO4)c2n1. (4) The drug is Cc1nc2ccccc2n1C1CC2CCC(C1)N2CCC1(c2cccc(F)c2)CCN(C(=O)c2cc(S(N)(=O)=O)c(Cl)cc2F)CC1. The result is 0 (non-blocker).